This data is from Full USPTO retrosynthesis dataset with 1.9M reactions from patents (1976-2016). The task is: Predict the reactants needed to synthesize the given product. The reactants are: S([C:5]1[N:10]=[CH:9][N:8]=[C:7]([S:11]([CH3:14])(=[O:13])=[O:12])[CH:6]=1)(C)(=O)=O.C(=O)([O-])[O-:16].[Cs+].[Cs+]. Given the product [S:11]([OH:12])(=[O:13])(=[O:16])[CH3:14].[N:8]1[CH:7]=[CH:6][CH:5]=[N:10][CH:9]=1, predict the reactants needed to synthesize it.